Dataset: Catalyst prediction with 721,799 reactions and 888 catalyst types from USPTO. Task: Predict which catalyst facilitates the given reaction. Reactant: C([Si](C)(C)[O:6][CH2:7][CH2:8][N:9]([C:34]#[N:35])[C:10]1[CH:15]=[CH:14][C:13]([NH:16][C:17]([C:19]2[C:24]([NH:25][C:26]([C:28]3[S:29][C:30]([Cl:33])=[CH:31][CH:32]=3)=[O:27])=[CH:23][CH:22]=[CH:21][N:20]=2)=[O:18])=[CH:12][CH:11]=1)(C)(C)C.[CH3:38][S:39]([OH:42])(=[O:41])=[O:40]. Product: [CH3:38][S:39]([OH:42])(=[O:41])=[O:40].[Cl:33][C:30]1[S:29][C:28]([C:26]([NH:25][C:24]2[C:19]([C:17]([NH:16][C:13]3[CH:14]=[CH:15][C:10]([N:9]4[CH2:8][CH2:7][O:6][C:34]4=[NH:35])=[CH:11][CH:12]=3)=[O:18])=[N:20][CH:21]=[CH:22][CH:23]=2)=[O:27])=[CH:32][CH:31]=1. The catalyst class is: 27.